Dataset: Forward reaction prediction with 1.9M reactions from USPTO patents (1976-2016). Task: Predict the product of the given reaction. (1) Given the reactants [Cl:1][C:2]1[CH:3]=[C:4]2[C:9](=[CH:10][CH:11]=1)[N:8]=[C:7]([N:12]1[CH2:18][C:17]3[CH:19]=[CH:20][CH:21]=[CH:22][C:16]=3[S:15](=[O:24])(=[O:23])[CH2:14][CH2:13]1)[CH:6]=[C:5]2[NH:25][CH:26]1[CH2:29][N:28](C(OC(C)(C)C)=O)[CH2:27]1.Cl, predict the reaction product. The product is: [NH:28]1[CH2:29][CH:26]([NH:25][C:5]2[C:4]3[C:9](=[CH:10][CH:11]=[C:2]([Cl:1])[CH:3]=3)[N:8]=[C:7]([N:12]3[CH2:18][C:17]4[CH:19]=[CH:20][CH:21]=[CH:22][C:16]=4[S:15](=[O:23])(=[O:24])[CH2:14][CH2:13]3)[CH:6]=2)[CH2:27]1. (2) Given the reactants C[Si]([N:5]=[N+:6]=[N-:7])(C)C.C([Sn](=O)CCCC)CCC.[C:18]1([CH:24]([C:30]#[N:31])[C:25]([O:27][CH2:28][CH3:29])=[O:26])[CH:23]=[CH:22][CH:21]=[CH:20][CH:19]=1, predict the reaction product. The product is: [N:5]1[NH:6][N:7]=[N:31][C:30]=1[CH:24]([C:18]1[CH:23]=[CH:22][CH:21]=[CH:20][CH:19]=1)[C:25]([O:27][CH2:28][CH3:29])=[O:26]. (3) Given the reactants [F:1][C:2]1[CH:3]=[C:4]([C:10]2[N:19]=[C:18]([C:20](O)=[O:21])[C:17]3[C:12](=[CH:13][CH:14]=[C:15]([O:23][CH3:24])[CH:16]=3)[N:11]=2)[CH:5]=[CH:6][C:7]=1[O:8][CH3:9].Cl.Cl.[NH2:27][CH:28]([CH2:31][C:32]1[C:36]2[CH:37]=[N:38][CH:39]=[CH:40][C:35]=2[NH:34][CH:33]=1)[CH2:29][OH:30].C1C=CC2N(O)N=NC=2C=1.CCN=C=NCCCN(C)C, predict the reaction product. The product is: [OH:30][CH2:29][CH:28]([NH:27][C:20]([C:18]1[C:17]2[C:12](=[CH:13][CH:14]=[C:15]([O:23][CH3:24])[CH:16]=2)[N:11]=[C:10]([C:4]2[CH:5]=[CH:6][C:7]([O:8][CH3:9])=[C:2]([F:1])[CH:3]=2)[N:19]=1)=[O:21])[CH2:31][C:32]1[C:36]2[CH:37]=[N:38][CH:39]=[CH:40][C:35]=2[NH:34][CH:33]=1. (4) Given the reactants C=C([O:6][P:7]([OH:10])([OH:9])=[O:8])C(O)=O.P(OC[C@H]1O[C@@H](N2C3N=CN=C(N)C=3N=C2)[C@H](O)[C@@H]1O)(OP(OP(O)(O)=O)(O)=O)(=O)O.[C:42]([O-:47])(=[O:46])[C:43]([CH3:45])=[O:44], predict the reaction product. The product is: [P:7]([OH:10])([OH:9])([OH:8])=[O:6].[C:42]([OH:47])(=[O:46])[C:43]([CH3:45])=[O:44].